This data is from Forward reaction prediction with 1.9M reactions from USPTO patents (1976-2016). The task is: Predict the product of the given reaction. (1) Given the reactants Br[C:2]1[CH:7]=[CH:6][C:5]([C@H:8]([C:20]2[CH:25]=[CH:24][CH:23]=[CH:22][C:21]=2[CH3:26])[CH2:9][C:10]([C:12]2[CH:13]=[CH:14][C:15](=[O:19])[N:16]([CH3:18])[N:17]=2)=[O:11])=[CH:4][CH:3]=1.[I-].[C:28]([O:32][C:33]([N:35]1[CH2:40][CH2:39][CH:38]([Zn+])[CH2:37][CH2:36]1)=[O:34])([CH3:31])([CH3:30])[CH3:29], predict the reaction product. The product is: [C:28]([O:32][C:33]([N:35]1[CH2:40][CH2:39][CH:38]([C:2]2[CH:3]=[CH:4][C:5]([C@H:8]([C:20]3[CH:25]=[CH:24][CH:23]=[CH:22][C:21]=3[CH3:26])[CH2:9][C:10]([C:12]3[CH:13]=[CH:14][C:15](=[O:19])[N:16]([CH3:18])[N:17]=3)=[O:11])=[CH:6][CH:7]=2)[CH2:37][CH2:36]1)=[O:34])([CH3:31])([CH3:30])[CH3:29]. (2) Given the reactants [Br:1][C:2]1[CH:11]=[C:10]2[C:5]([N:6]=[CH:7][C:8](Cl)=[N:9]2)=[CH:4][CH:3]=1.[N:13]1([C:19]([O:21][C:22]([CH3:25])([CH3:24])[CH3:23])=[O:20])[CH2:18][CH2:17][NH:16][CH2:15][CH2:14]1.C([O-])([O-])=O.[K+].[K+], predict the reaction product. The product is: [C:22]([O:21][C:19]([N:13]1[CH2:18][CH2:17][N:16]([C:8]2[CH:7]=[N:6][C:5]3[C:10](=[CH:11][C:2]([Br:1])=[CH:3][CH:4]=3)[N:9]=2)[CH2:15][CH2:14]1)=[O:20])([CH3:25])([CH3:23])[CH3:24]. (3) Given the reactants [Cl:1][C:2]1[CH:7]=[CH:6][C:5](F)=[C:4]([N+:9]([O-])=O)[CH:3]=1.[CH3:12][O:13][CH2:14][CH2:15][NH:16][CH2:17][CH2:18][O:19][CH3:20].[H][H], predict the reaction product. The product is: [NH2:9][C:4]1[CH:3]=[C:2]([Cl:1])[CH:7]=[CH:6][C:5]=1[N:16]([CH2:17][CH2:18][O:19][CH3:20])[CH2:15][CH2:14][O:13][CH3:12].